From a dataset of Peptide-MHC class II binding affinity with 134,281 pairs from IEDB. Regression. Given a peptide amino acid sequence and an MHC pseudo amino acid sequence, predict their binding affinity value. This is MHC class II binding data. The binding affinity (normalized) is 0.524. The MHC is HLA-DPA10201-DPB10501 with pseudo-sequence HLA-DPA10201-DPB10501. The peptide sequence is EKKYTAATQFEPLAA.